From a dataset of Forward reaction prediction with 1.9M reactions from USPTO patents (1976-2016). Predict the product of the given reaction. (1) Given the reactants [CH:1]1([CH:4]([C:11]2[CH:16]=[CH:15][CH:14]=[C:13]([CH2:17][O:18][C:19]3[CH:20]=[C:21]([C:34]4[CH:39]=[CH:38][C:37]([C:40]([F:43])([F:42])[F:41])=[CH:36][CH:35]=4)[C:22]([C:25]4[CH:30]=[C:29]([O:31][CH3:32])[CH:28]=[CH:27][C:26]=4[F:33])=[CH:23][CH:24]=3)[CH:12]=2)[CH2:5][C:6]([O:8]CC)=[O:7])[CH2:3][CH2:2]1.[OH-].[Na+].Cl, predict the reaction product. The product is: [CH:1]1([CH:4]([C:11]2[CH:16]=[CH:15][CH:14]=[C:13]([CH2:17][O:18][C:19]3[CH:20]=[C:21]([C:34]4[CH:35]=[CH:36][C:37]([C:40]([F:43])([F:41])[F:42])=[CH:38][CH:39]=4)[C:22]([C:25]4[CH:30]=[C:29]([O:31][CH3:32])[CH:28]=[CH:27][C:26]=4[F:33])=[CH:23][CH:24]=3)[CH:12]=2)[CH2:5][C:6]([OH:8])=[O:7])[CH2:2][CH2:3]1. (2) The product is: [NH2:1][C:2]1[CH:9]=[C:8]([C:10]([C:12]2[C:20]3[CH:19]=[N:18][C:17]([NH2:21])=[N:16][C:15]=3[N:14]([C:22]([CH3:26])([CH3:25])[CH2:23][O:24][Si:43]([C:46]([CH3:49])([CH3:48])[CH3:47])([CH3:45])[CH3:44])[CH:13]=2)=[O:11])[CH:7]=[CH:6][C:3]=1[C:4]#[N:5]. Given the reactants [NH2:1][C:2]1[CH:9]=[C:8]([C:10]([C:12]2[C:20]3[CH:19]=[N:18][C:17]([NH2:21])=[N:16][C:15]=3[N:14]([C:22]([CH3:26])([CH3:25])[CH2:23][OH:24])[CH:13]=2)=[O:11])[CH:7]=[CH:6][C:3]=1[C:4]#[N:5].N1C(C)=CC=CC=1C.O([Si:43]([C:46]([CH3:49])([CH3:48])[CH3:47])([CH3:45])[CH3:44])S(C(F)(F)F)(=O)=O, predict the reaction product. (3) Given the reactants [CH:1]([C:3]1[CH:23]=[CH:22][C:6]2[NH:7][C:8]([C@@H:10]3[CH2:14][CH2:13][CH2:12][N:11]3[C:15]([O:17][C:18]([CH3:21])([CH3:20])[CH3:19])=[O:16])=[N:9][C:5]=2[CH:4]=1)=O.[F:24][C:25]1[CH:31]=[CH:30][C:28]([NH2:29])=[CH:27][CH:26]=1.C(O)(=O)C.C([BH3-])#N.[Na+], predict the reaction product. The product is: [F:24][C:25]1[CH:31]=[CH:30][C:28]([NH:29][CH2:1][C:3]2[CH:23]=[CH:22][C:6]3[NH:7][C:8]([C@@H:10]4[CH2:14][CH2:13][CH2:12][N:11]4[C:15]([O:17][C:18]([CH3:21])([CH3:20])[CH3:19])=[O:16])=[N:9][C:5]=3[CH:4]=2)=[CH:27][CH:26]=1. (4) The product is: [CH3:22][O:23][C:24](=[O:59])[CH2:25][CH2:26][C:27]1[CH:32]=[CH:31][C:30]([F:33])=[CH:29][C:28]=1[CH2:34][CH:35]1[CH:40]([C:41]2[O:42][CH:43]=[C:44]([C:46](=[O:57])[NH:47][CH2:48][CH2:49][CH2:50][CH2:51][CH2:52][CH2:53][CH2:54][CH2:55][CH3:56])[N:45]=2)[CH:39]2[O:58][CH:36]1[CH2:37][CH2:38]2. Given the reactants C1N2CN3CN(C2)CN1C3.C1CCN2C(=NCCC2)CC1.[CH3:22][O:23][C:24](=[O:59])[CH2:25][CH2:26][C:27]1[CH:32]=[CH:31][C:30]([F:33])=[CH:29][C:28]=1[CH2:34][CH:35]1[CH:40]([C:41]2[O:42][CH2:43][CH:44]([C:46](=[O:57])[NH:47][CH2:48][CH2:49][CH2:50][CH2:51][CH2:52][CH2:53][CH2:54][CH2:55][CH3:56])[N:45]=2)[CH:39]2[O:58][CH:36]1[CH2:37][CH2:38]2, predict the reaction product. (5) Given the reactants [F:1][C:2]([F:14])([CH3:13])[CH2:3][CH2:4][CH2:5][CH2:6][N:7]1[CH:11]=[C:10]([NH2:12])[CH:9]=[N:8]1.[CH3:15][O:16][C:17]1[CH:22]=[CH:21][C:20]([C:23]2[O:27][C:26]([CH3:28])=[N:25][C:24]=2[C:29](O)=[O:30])=[CH:19][CH:18]=1, predict the reaction product. The product is: [F:14][C:2]([F:1])([CH3:13])[CH2:3][CH2:4][CH2:5][CH2:6][N:7]1[CH:11]=[C:10]([NH:12][C:29]([C:24]2[N:25]=[C:26]([CH3:28])[O:27][C:23]=2[C:20]2[CH:21]=[CH:22][C:17]([O:16][CH3:15])=[CH:18][CH:19]=2)=[O:30])[CH:9]=[N:8]1.